From a dataset of Experimentally validated miRNA-target interactions with 360,000+ pairs, plus equal number of negative samples. Binary Classification. Given a miRNA mature sequence and a target amino acid sequence, predict their likelihood of interaction. (1) The protein sequence of the target gene is MSWFVDLAGKAEDLLNRVDQGAATALSRKDNASNIYSKNTDYTELHQQNTDLIYQTGPKSTYISSAADNIRNQKATILAGTANVKVGSRTPVEASHPVENASVPRPSSHFVRRKKSEPDDELLFDFLNSSQKEPTGRVEIRKEKGKTPVFQSSQTSSVSSVNPSVTTIKTIEENSFGSQTHEAASNSDSSHEGQEESSKENVSSNAACPDHTPTPNDDGKSHELSNLRLENQLLRNEVQSLNQEMASLLQRSKETQEELNKARARVEKWNADHSKSDRMTRGLRAQVDDLTEAVAAKDSQ.... The miRNA is mmu-miR-450b-5p with sequence UUUUGCAGUAUGUUCCUGAAUA. Result: 0 (no interaction). (2) The miRNA is hsa-miR-1260b with sequence AUCCCACCACUGCCACCAU. The protein sequence of the target gene is MNYDSQQPPLPPLPYAGCRRASGFPALGRGGTVPVGVWGGAGQGREGRSWGEGPRGPGLGRRDLSSADPAVLGATMESRCYGCAVKFTLFKKEYGCKNCGRAFCSGCLSFSAAVPRTGNTQQKVCKQCHEVLTRGSSANASKWSPPQNYKKRVAALEAKQKPSTSQSQGLTRQDQMIAERLARLRQENKPKLVPSQAEIEARLAALKDERQGSIPSTQEMEARLAALQGRVLPSQTPQPAHHTPDTRTQAQQTQDLLTQLAAEVAIDESWKGGGPAASLQNDLNQGGPGSTNSKRQANWS.... Result: 0 (no interaction). (3) The miRNA is hsa-miR-205-5p with sequence UCCUUCAUUCCACCGGAGUCUG. The protein sequence of the target gene is MQSFREQSSYHGNQQSYPQEVHGSSRLEEFSPRQAQMFQNFGGTGGSSGSSGSGSGGGRRGAAAAAAAMASETSGHQGYQGFRKEAGDFYYMAGNKDPVTTGTPQPPQRRPSGPVQSYGPPQGSSFGNQYGSEGHVGQFQAQHSGLGGVSHYQQDYTGPFSPGSAQYQQQASSQQQQQQVQQLRQQLYQSHQPLPQATGQPASSSSHLQPMQRPSTLPSSAAGYQLRVGQFGQHYQSSASSSSSSSFPSPQRFSQSGQSYDGSYNVNAGSQYEGHNVGSNAQAYGTQSNYSYQPQSMKNF.... Result: 1 (interaction). (4) The miRNA is mmu-miR-465a-3p with sequence GAUCAGGGCCUUUCUAAGUAGA. The protein sequence of the target gene is MQCSWKAVLLLALASIAIQYTAIRTFTAKSFHTCPGLAEAGLAERLCEESPTFAYNLSRKTHILILATTRSGSSFVGQLFNQHLDVFYLFEPLYHVQNTLIPRFTQGKSPADRRVMLGASRDLLRSLYDCDLYFLENYIKPPPVNHTTDRIFRRGASRVLCSRPVCDPPGPADLVLEEGDCVRKCGLLNLTVAAEACRERSHVAIKTVRVPEVNDLRALVEDPRLNLKVIQLVRDPRGILASRSETFRDTYRLWRLWYGTGRKPYNLDVTQLTTVCEDFSNSVSTGLMRPPWLKGKYMLV.... Result: 0 (no interaction). (5) The miRNA is mmu-miR-26a-5p with sequence UUCAAGUAAUCCAGGAUAGGCU. The protein sequence of the target gene is MIVFGWAVFLASRSLGQGLLLTLEEHIAHLLGTTGATATMGNSCICRDDSGAEDNVDTHQQQAENSTVPTADSRSQPRDPVRPPRRGRGPHEPRRKKQNVDGLVLDTLAVIRTLVDNDQEPPYSMITLHEMAETDEGWLDVVQSLIRVIPLEDPLGPAVITLLLDECPLPTKDALQKLTEILNLNGEVACQDSGHPAKHRNTSAVLGCLAEKLAGPASIGLLSPGILEYLLQCLKLQSHPTVMLFALIALEKFAQTSENKLTISESSISDRLVTLELWADDPDYLKRQVGFCAQWSLDNL.... Result: 0 (no interaction). (6) The miRNA is mmu-miR-199b-3p with sequence ACAGUAGUCUGCACAUUGGUUA. The protein sequence of the target gene is MALPASLLPLCCLALLALSAQSCGPGRGPVGRRRYVRKQLVPLLYKQFVPSMPERTLGASGPAEGRVTRGSERFRDLVPNYNPDIIFKDEENSGADRLMTERCKERVNALAIAVMNMWPGVRLRVTEGWDEDGHHAQDSLHYEGRALDITTSDRDRNKYGLLARLAVEAGFDWVYYESRNHIHVSVKADNSLAVRAGGCFPGNATVRLRSGERKGLRELHRGDWVLAADAAGRVVPTPVLLFLDRDLQRRASFVAVETERPPRKLLLTPWHLVFAARGPAPAPGDFAPVFARRLRAGDSV.... Result: 0 (no interaction). (7) The miRNA is hsa-miR-520d-3p with sequence AAAGUGCUUCUCUUUGGUGGGU. The protein sequence of the target gene is MSSSHFASRHRKDISTEMIRTKIAHRKSLSQKENRHKEYERNRHFGLKDVNIPTLEGRILVELDETSQGLVPEKTNVKPRAMKTILGDQRKQMLQKYKEEKQLQKLKEQREKAKRGIFKVGRYRPDMPCFLLSNQNAVKAEPKKAIPSSVRITRSKAKDQMEQTKIDNESDVRAIRPGPRQTSEKKVSDKEKKVVQPVMPTSLRMTRSATQAAKQVPRTVSSTTARKPVTRAANENEPEGKVPSKGRPAKNVETKPDKGISCKVDSEENTLNSQTNATSGMNPDGVLSKMENLPEINTAK.... Result: 1 (interaction). (8) The miRNA is hsa-miR-6753-3p with sequence UGGUCUGUCUCUGCCCUGGCAC. The protein sequence of the target gene is MSSSPWEPATLRRVFVVGVGMTKFVKPGAENSRDYPDLAEEAGKKALADAQIPYSAVDQACVGYVFGDSTCGQRAIYHSLGMTGIPIINVNNNCATGSTALFMARQLIQGGVAECVLALGFEKMSKGSLGIKFSDRTIPTDKHVDLLINKYGLSAHPVAPQMFGYAGKEHMEKYGTKIEHFAKIGWKNHKHSVNNPYSQFQDEYSLDEVMASKEVFDFLTILQCCPTSDGAAAAILASEAFVQKYGLQSKAVEILAQEMMTDLPSSFEEKSIIKMVGFDMSKEAARKCYEKSGLTPNDID.... Result: 0 (no interaction). (9) The miRNA is hsa-miR-4756-5p with sequence CAGGGAGGCGCUCACUCUCUGCU. The protein sequence of the target gene is MTKAGSKGGNLRDKLDGNELDLSLSDLNEVPVKELAALPKATILDLSCNKLTTLPSDFCGLTHLVKLDLSKNKLQQLPADFGRLVNLQHLDLLNNKLVTLPVSFAQLKNLKWLDLKDNPLDPVLAKVAGDCLDEKQCKQCANKVLQHMKAVQADQERERQRRLEVEREAEKKREAKQRAKEAQERELRKREKAEEKERRRKEYDALKAAKREQEKKPKKEANQAPKSKSGSRPRKPPPRKHTRSWAVLKLLLLLLLFGVAGGLVACRVTELQQQPLCTSVNTIYDNAVQGLRRHEILQWV.... Result: 1 (interaction).